This data is from Forward reaction prediction with 1.9M reactions from USPTO patents (1976-2016). The task is: Predict the product of the given reaction. Given the reactants [CH3:1][C:2]1([CH3:25])[CH2:11][CH2:10][C:9]([CH3:13])([CH3:12])[C:8]2[CH:7]=[C:6]([C:14]3[N:15]=[C:16]([N:19]4[CH2:24][CH2:23][NH:22][CH2:21][CH2:20]4)[S:17][CH:18]=3)[CH:5]=[CH:4][C:3]1=2.C([O:29][CH2:30][CH2:31][CH2:32][CH2:33]Br)(=O)C.C(=O)([O-])[O-].[K+].[K+], predict the reaction product. The product is: [CH3:1][C:2]1([CH3:25])[CH2:11][CH2:10][C:9]([CH3:12])([CH3:13])[C:8]2[CH:7]=[C:6]([C:14]3[N:15]=[C:16]([N:19]4[CH2:20][CH2:21][N:22]([CH2:33][CH2:32][CH2:31][CH2:30][OH:29])[CH2:23][CH2:24]4)[S:17][CH:18]=3)[CH:5]=[CH:4][C:3]1=2.